Regression. Given a peptide amino acid sequence and an MHC pseudo amino acid sequence, predict their binding affinity value. This is MHC class I binding data. From a dataset of Peptide-MHC class I binding affinity with 185,985 pairs from IEDB/IMGT. The peptide sequence is NKDTWPDANK. The MHC is Patr-A0401 with pseudo-sequence Patr-A0401. The binding affinity (normalized) is 0.0562.